Dataset: NCI-60 drug combinations with 297,098 pairs across 59 cell lines. Task: Regression. Given two drug SMILES strings and cell line genomic features, predict the synergy score measuring deviation from expected non-interaction effect. (1) Drug 1: CCCCCOC(=O)NC1=NC(=O)N(C=C1F)C2C(C(C(O2)C)O)O. Drug 2: C1CN1C2=NC(=NC(=N2)N3CC3)N4CC4. Cell line: SK-OV-3. Synergy scores: CSS=9.03, Synergy_ZIP=-1.10, Synergy_Bliss=1.40, Synergy_Loewe=-18.0, Synergy_HSA=-0.137. (2) Drug 1: CC1=CC2C(CCC3(C2CCC3(C(=O)C)OC(=O)C)C)C4(C1=CC(=O)CC4)C. Drug 2: C(=O)(N)NO. Cell line: T-47D. Synergy scores: CSS=7.97, Synergy_ZIP=-2.56, Synergy_Bliss=3.57, Synergy_Loewe=0.637, Synergy_HSA=2.46. (3) Drug 1: CN(CC1=CN=C2C(=N1)C(=NC(=N2)N)N)C3=CC=C(C=C3)C(=O)NC(CCC(=O)O)C(=O)O. Drug 2: CC1=C(C=C(C=C1)NC(=O)C2=CC=C(C=C2)CN3CCN(CC3)C)NC4=NC=CC(=N4)C5=CN=CC=C5. Cell line: MCF7. Synergy scores: CSS=5.17, Synergy_ZIP=12.5, Synergy_Bliss=15.4, Synergy_Loewe=13.9, Synergy_HSA=12.3. (4) Cell line: HS 578T. Drug 1: CNC(=O)C1=CC=CC=C1SC2=CC3=C(C=C2)C(=NN3)C=CC4=CC=CC=N4. Synergy scores: CSS=0.0595, Synergy_ZIP=0.497, Synergy_Bliss=2.63, Synergy_Loewe=-0.931, Synergy_HSA=-0.388. Drug 2: B(C(CC(C)C)NC(=O)C(CC1=CC=CC=C1)NC(=O)C2=NC=CN=C2)(O)O. (5) Drug 1: CC1=C(C=C(C=C1)NC(=O)C2=CC=C(C=C2)CN3CCN(CC3)C)NC4=NC=CC(=N4)C5=CN=CC=C5. Drug 2: C1CCC(C(C1)N)N.C(=O)(C(=O)[O-])[O-].[Pt+4]. Cell line: M14. Synergy scores: CSS=10.9, Synergy_ZIP=2.41, Synergy_Bliss=-0.570, Synergy_Loewe=-4.53, Synergy_HSA=-0.812. (6) Drug 1: CC1=C(C=C(C=C1)NC(=O)C2=CC=C(C=C2)CN3CCN(CC3)C)NC4=NC=CC(=N4)C5=CN=CC=C5. Drug 2: C1=NC(=NC(=O)N1C2C(C(C(O2)CO)O)O)N. Cell line: A498. Synergy scores: CSS=-1.41, Synergy_ZIP=-2.56, Synergy_Bliss=-4.97, Synergy_Loewe=-27.8, Synergy_HSA=-13.1. (7) Synergy scores: CSS=60.0, Synergy_ZIP=3.38, Synergy_Bliss=2.61, Synergy_Loewe=-5.04, Synergy_HSA=6.37. Cell line: U251. Drug 2: CC1CCCC2(C(O2)CC(NC(=O)CC(C(C(=O)C(C1O)C)(C)C)O)C(=CC3=CSC(=N3)C)C)C. Drug 1: C1=CC=C(C=C1)NC(=O)CCCCCCC(=O)NO.